This data is from Full USPTO retrosynthesis dataset with 1.9M reactions from patents (1976-2016). The task is: Predict the reactants needed to synthesize the given product. (1) Given the product [N:26]1[CH:27]=[CH:28][CH:29]=[C:24]([C:5]2[C:6]3[C:11]([O:12][C:13]4[CH:14]=[C:15]([NH:19][C:20](=[O:23])[CH:21]=[CH2:22])[CH:16]=[CH:17][CH:18]=4)=[N:10][CH:9]=[N:8][C:7]=3[NH:3][CH:4]=2)[CH:25]=1, predict the reactants needed to synthesize it. The reactants are: OC[N:3]1[C:7]2[N:8]=[CH:9][N:10]=[C:11]([O:12][C:13]3[CH:14]=[C:15]([NH:19][C:20](=[O:23])[CH:21]=[CH2:22])[CH:16]=[CH:17][CH:18]=3)[C:6]=2[C:5]([C:24]2[CH:25]=[N:26][CH:27]=[CH:28][CH:29]=2)=[CH:4]1.C([O-])(O)=O.[Na+]. (2) Given the product [ClH:31].[CH3:10][O:11][C:12]1[CH:13]=[C:14]([C:15]2[C@@H:17]3[C@@H:18]([CH2:22][CH:23]=[CH:24][CH2:25]3)[C:19](=[O:21])[N:39]([CH:36]3[CH2:37][CH2:38][NH:33][CH2:34][CH2:35]3)[N:40]=2)[CH:26]=[CH:27][C:28]=1[O:29][CH3:30], predict the reactants needed to synthesize it. The reactants are: C[C@H](N)C1C=CC=CC=1.[CH3:10][O:11][C:12]1[CH:13]=[C:14]([CH:26]=[CH:27][C:28]=1[O:29][CH3:30])[C:15]([C@H:17]1[CH2:25][CH:24]=[CH:23][CH2:22][C@H:18]1[C:19]([OH:21])=O)=O.[ClH:31].Cl.[NH:33]1[CH2:38][CH2:37][CH:36]([NH:39][NH2:40])[CH2:35][CH2:34]1.C(N(CC)CC)C.